From a dataset of Catalyst prediction with 721,799 reactions and 888 catalyst types from USPTO. Predict which catalyst facilitates the given reaction. (1) Product: [CH3:1][O:2][CH2:3][CH2:4][CH2:5][O:6][C:7]1[CH:15]=[CH:14][CH:13]=[CH:12][C:8]=1[C:9]([NH:23][CH2:24][C@H:25]([CH:42]([CH3:44])[CH3:43])[CH2:26][C@H:27]1[CH2:31][O:30][C:29]([CH3:33])([CH3:32])[N:28]1[NH:34][C:35]([O:37][C:38]([CH3:41])([CH3:40])[CH3:39])=[O:36])=[O:11]. The catalyst class is: 112. Reactant: [CH3:1][O:2][CH2:3][CH2:4][CH2:5][O:6][C:7]1[CH:15]=[CH:14][CH:13]=[CH:12][C:8]=1[C:9]([OH:11])=O.C(N(CC)CC)C.[NH2:23][CH2:24][C@H:25]([CH:42]([CH3:44])[CH3:43])[CH2:26][C@H:27]1[CH2:31][O:30][C:29]([CH3:33])([CH3:32])[N:28]1[NH:34][C:35]([O:37][C:38]([CH3:41])([CH3:40])[CH3:39])=[O:36].[OH-].[Na+]. (2) Reactant: [CH:1]1([N:5]2[CH2:10][CH2:9][N:8]([C:11]([C@H:13]3[CH2:18][CH2:17][C@@H:16]([OH:19])[CH2:15][CH2:14]3)=[O:12])[CH2:7][CH2:6]2)[CH2:4][CH2:3][CH2:2]1.[N:20]1([C:25]2[CH:30]=[CH:29][C:28](O)=[CH:27][CH:26]=2)[CH:24]=[N:23][CH:22]=[N:21]1.C1(P(C2C=CC=CC=2)C2C=CC=CC=2)C=CC=CC=1.N(C(OC(C)(C)C)=O)=NC(OC(C)(C)C)=O. Product: [CH:1]1([N:5]2[CH2:10][CH2:9][N:8]([C:11]([C@H:13]3[CH2:18][CH2:17][C@H:16]([O:19][C:28]4[CH:29]=[CH:30][C:25]([N:20]5[CH:24]=[N:23][CH:22]=[N:21]5)=[CH:26][CH:27]=4)[CH2:15][CH2:14]3)=[O:12])[CH2:7][CH2:6]2)[CH2:4][CH2:3][CH2:2]1. The catalyst class is: 1. (3) Reactant: [N:1]1([S:7]([C:10]2[CH:15]=[CH:14][C:13]([NH2:16])=[CH:12][CH:11]=2)(=[O:9])=[O:8])[CH2:6][CH2:5][O:4][CH2:3][CH2:2]1.CCN(C(C)C)C(C)C.[Cl:26][C:27](Cl)([O:29]C(=O)OC(Cl)(Cl)Cl)Cl.C(=O)(OC)N.[N-]=C=O. Product: [N:1]1([S:7]([C:10]2[CH:11]=[CH:12][C:13]([NH:16][C:27]([Cl:26])=[O:29])=[CH:14][CH:15]=2)(=[O:9])=[O:8])[CH2:2][CH2:3][O:4][CH2:5][CH2:6]1. The catalyst class is: 61. (4) Product: [CH3:17][N:18]1[CH:22]=[CH:21][N:20]=[C:19]1[C@@H:23]1[NH:3][CH:4]([C:7]([OH:9])=[O:8])[CH2:5][S:6]1. Reactant: O.Cl.[NH2:3][C@H:4]([C:7]([OH:9])=[O:8])[CH2:5][SH:6].C([O-])(=O)C.[K+].CO.[CH3:17][N:18]1[CH:22]=[CH:21][N:20]=[C:19]1[CH:23]=O. The catalyst class is: 6. (5) The catalyst class is: 1. Reactant: C1CCN2C(=NCCC2)CC1.[C:12]1([C:18]2[C:22]3[CH:23]=[CH:24][CH:25]=[CH:26][C:21]=3[O:20][C:19]=2[CH:27](O)[CH3:28])[CH:17]=[CH:16][CH:15]=[CH:14][CH:13]=1.C1(P([N:44]=[N+:45]=[N-:46])(C2C=CC=CC=2)=O)C=CC=CC=1. Product: [N:44]([CH:27]([C:19]1[O:20][C:21]2[CH:26]=[CH:25][CH:24]=[CH:23][C:22]=2[C:18]=1[C:12]1[CH:17]=[CH:16][CH:15]=[CH:14][CH:13]=1)[CH3:28])=[N+:45]=[N-:46]. (6) Reactant: [Br:1][C:2]1[CH:3]=[C:4]([Cl:13])[C:5]([C:8]([F:12])([CH3:11])[C:9]#[N:10])=[N:6][CH:7]=1.[H-].[H-].[H-].[H-].[Li+].[Al+3].Cl. Product: [ClH:13].[Br:1][C:2]1[CH:3]=[C:4]([Cl:13])[C:5]([C:8]([F:12])([CH3:11])[CH2:9][NH2:10])=[N:6][CH:7]=1. The catalyst class is: 523. (7) Product: [CH3:34][C:10]1[C:11]2[C:12](=[N:13][CH:14]=[C:15]([NH:17][C:18]3[CH:19]=[C:20]([CH:31]=[CH:32][CH:33]=3)[CH2:21][N:22]3[CH2:23][CH2:24][N:25]([CH2:28][CH2:29][OH:30])[CH2:26][CH2:27]3)[CH:16]=2)[NH:8][N:9]=1. The catalyst class is: 22. Reactant: COC1C=CC(C[N:8]2[C:12]3=[N:13][CH:14]=[C:15]([NH:17][C:18]4[CH:19]=[C:20]([CH:31]=[CH:32][CH:33]=4)[CH2:21][N:22]4[CH2:27][CH2:26][N:25]([CH2:28][CH2:29][OH:30])[CH2:24][CH2:23]4)[CH:16]=[C:11]3[C:10]([CH3:34])=[N:9]2)=CC=1.FC(F)(F)C(O)=O. (8) Reactant: [NH2:1][C:2]1[C:7]([CH2:8][OH:9])=[CH:6][CH:5]=[CH:4][C:3]=1[CH2:10][OH:11].C([O-])(O)=O.[Na+].O.[C:18](Cl)(=[O:30])[O:19][CH2:20][C:21]1[CH:26]=[CH:25][CH:24]=[CH:23][C:22]=1[N+:27]([O-:29])=[O:28]. Product: [OH:11][CH2:10][C:3]1[CH:4]=[CH:5][CH:6]=[C:7]([CH2:8][OH:9])[C:2]=1[NH:1][C:18](=[O:30])[O:19][CH2:20][C:21]1[CH:26]=[CH:25][CH:24]=[CH:23][C:22]=1[N+:27]([O-:29])=[O:28]. The catalyst class is: 1. (9) Reactant: N#N.CC(C)([O-])C.[K+].[CH:9]1[C:25]2[CH2:24][C@H:23]3[N:26]([CH2:28][CH2:29][C@@:15]45[C@H:22]3[CH:21]=[CH:20][C@H:18]([OH:19])[C@@H:16]4[O:17][C:13]([C:14]=25)=[C:11]([OH:12])[CH:10]=1)[CH3:27].CO.[NH4+].[OH-]. Product: [CH3:27][N:26]1[C@@H:23]2[CH2:24][C:25]3=[CH:9][CH:10]=[C:11]([OH:12])[C:13]4[O:17][C@H:16]5[C:18]([CH2:20][CH2:21][C@@H:22]2[C@:15]5([C:14]=43)[CH2:29][CH2:28]1)=[O:19]. The catalyst class is: 8.